Dataset: Catalyst prediction with 721,799 reactions and 888 catalyst types from USPTO. Task: Predict which catalyst facilitates the given reaction. (1) Reactant: [CH3:1][O:2][C:3]1[CH:4]=[C:5]2[C:10](=[CH:11][C:12]=1[O:13][CH3:14])[N:9]=[CH:8][CH:7]=[C:6]2[O:15][C:16]1[C:22]([CH3:23])=[CH:21][C:19]([NH2:20])=[C:18]([CH3:24])[CH:17]=1.[CH2:25]([N:27]([CH2:30][CH3:31])[CH2:28][CH3:29])[CH3:26].[C:32](Cl)(Cl)=[S:33].[CH2:36]([N:38](CC)CC(N)C)C. Product: [CH3:1][O:2][C:3]1[CH:4]=[C:5]2[C:10](=[CH:11][C:12]=1[O:13][CH3:14])[N:9]=[CH:8][CH:7]=[C:6]2[O:15][C:16]1[C:22]([CH3:23])=[CH:21][C:19]([NH:20][C:32]([NH:38][CH2:36][CH2:26][CH2:25][N:27]([CH2:30][CH3:31])[CH2:28][CH3:29])=[S:33])=[C:18]([CH3:24])[CH:17]=1. The catalyst class is: 42. (2) Reactant: [CH2:1]([C@@H:8]1[CH2:13][C:12](=[O:14])[CH2:11][CH2:10][N:9]1[C:15]([O:17][C:18]([CH3:21])([CH3:20])[CH3:19])=[O:16])[C:2]1[CH:7]=[CH:6][CH:5]=[CH:4][CH:3]=1.[Li+].C[Si]([N-][Si](C)(C)C)(C)C.[F:32][C:33]([F:52])([F:51])[S:34](N(C1C=CC=CC=1)[S:34]([C:33]([F:52])([F:51])[F:32])(=[O:36])=[O:35])(=[O:36])=[O:35]. Product: [CH2:1]([C@H:8]1[N:9]([C:15]([O:17][C:18]([CH3:21])([CH3:20])[CH3:19])=[O:16])[CH2:10][CH:11]=[C:12]([O:14][S:34]([C:33]([F:52])([F:51])[F:32])(=[O:36])=[O:35])[CH2:13]1)[C:2]1[CH:3]=[CH:4][CH:5]=[CH:6][CH:7]=1. The catalyst class is: 1. (3) Reactant: [N:1]1[CH:6]=[CH:5][CH:4]=[C:3]([C:7]2[CH:8]=[C:9]3[CH:15]=[N:14][NH:13][C:10]3=[CH:11][N:12]=2)[CH:2]=1.[OH-].[K+].[I:18]I. Product: [I:18][C:15]1[C:9]2[C:10](=[CH:11][N:12]=[C:7]([C:3]3[CH:2]=[N:1][CH:6]=[CH:5][CH:4]=3)[CH:8]=2)[NH:13][N:14]=1. The catalyst class is: 3. (4) Reactant: [O:1]=[C:2]1[N:7]([CH2:8][C:9]2[CH:14]=[CH:13][CH:12]=[C:11]([C:15]3[N:20]=[CH:19][C:18]([O:21][CH2:22][CH:23]4[CH2:28][CH2:27][NH:26][CH2:25][CH2:24]4)=[CH:17][N:16]=3)[CH:10]=2)[N:6]=[C:5]([C:29]2[CH:30]=[C:31]([CH:34]=[CH:35][CH:36]=2)[C:32]#[N:33])[CH:4]=[CH:3]1.C(O[BH-](O[C:47](=O)[CH3:48])OC(=O)C)(=O)C.[Na+].[C:51](O)(=O)C. Product: [CH:47]([N:26]1[CH2:25][CH2:24][CH:23]([CH2:22][O:21][C:18]2[CH:17]=[N:16][C:15]([C:11]3[CH:10]=[C:9]([CH:14]=[CH:13][CH:12]=3)[CH2:8][N:7]3[C:2](=[O:1])[CH:3]=[CH:4][C:5]([C:29]4[CH:30]=[C:31]([CH:34]=[CH:35][CH:36]=4)[C:32]#[N:33])=[N:6]3)=[N:20][CH:19]=2)[CH2:28][CH2:27]1)([CH3:48])[CH3:51]. The catalyst class is: 21. (5) Reactant: [C:1]([NH:5][NH:6][C:7](=[O:17])[C:8]1[CH:13]=[CH:12][CH:11]=[C:10]([O:14][CH3:15])[C:9]=1[CH3:16])([CH3:4])([CH3:3])[CH3:2].[C:18]([O-:21])([O-])=[O:19].[K+].[K+].[Br:24][CH:25]([Br:44])[C:26]1[CH:27]=[C:28]([CH:32]=[CH:33][C:34]=1B1OC(C)(C)C(C)(C)O1)[C:29](Cl)=[O:30]. Product: [C:1]([N:5]([C:29](=[O:30])[C:28]1[CH:32]=[CH:33][C:34]([CH:18]2[O:21][C:9]([CH3:16])([CH3:10])[C:8]([CH3:13])([CH3:7])[O:19]2)=[C:26]([CH:25]([Br:44])[Br:24])[CH:27]=1)[NH:6][C:7](=[O:17])[C:8]1[CH:13]=[CH:12][CH:11]=[C:10]([O:14][CH3:15])[C:9]=1[CH3:16])([CH3:4])([CH3:3])[CH3:2]. The catalyst class is: 34. (6) Product: [Br:1][C:2]1[C:22]([F:23])=[CH:21][C:5]2[O:6][C:7]3[CH:19]=[C:18]([F:20])[CH:17]=[CH:16][C:8]=3[C@H:9]3[C@H:14]([NH:15][C:33](=[O:34])[C:32]([F:39])([F:38])[F:31])[CH2:13][CH2:12][CH2:11][N:10]3[C:4]=2[CH:3]=1. The catalyst class is: 5. Reactant: [Br:1][C:2]1[C:22]([F:23])=[CH:21][C:5]2[O:6][C:7]3[CH:19]=[C:18]([F:20])[CH:17]=[CH:16][C:8]=3[C@H:9]3[C@H:14]([NH2:15])[CH2:13][CH2:12][CH2:11][N:10]3[C:4]=2[CH:3]=1.C(N(CC)CC)C.[F:31][C:32]([F:39])([F:38])[C:33](OCC)=[O:34].O. (7) Reactant: C([N:4]1[CH2:10][CH2:9][C:8]2[CH:11]=[CH:12][C:13]([N+:15]([O-:17])=[O:16])=[CH:14][C:7]=2[CH2:6][CH2:5]1)(=O)C.[OH-].[Na+]. Product: [N+:15]([C:13]1[CH:12]=[CH:11][C:8]2[CH2:9][CH2:10][NH:4][CH2:5][CH2:6][C:7]=2[CH:14]=1)([O-:17])=[O:16]. The catalyst class is: 33. (8) Reactant: [Cl:1][C:2]1[CH:7]=[C:6]2[NH:8][C:9](=[O:32])[C:10]3([CH:15]([C:16]4[CH:21]=[C:20]([C:22]([O:24]C)=[O:23])[CH:19]=[C:18]([Cl:26])[CH:17]=4)[CH2:14][C:13](=[O:27])[NH:12][CH:11]3[C:28](=[CH2:31])[CH2:29][CH3:30])[C:5]2=[CH:4][CH:3]=1.O1CCCC1.[OH-].[Na+]. Product: [Cl:1][C:2]1[CH:7]=[C:6]2[NH:8][C:9](=[O:32])[C:10]3([CH:15]([C:16]4[CH:21]=[C:20]([C:22]([OH:24])=[O:23])[CH:19]=[C:18]([Cl:26])[CH:17]=4)[CH2:14][C:13](=[O:27])[NH:12][CH:11]3[C:28](=[CH2:31])[CH2:29][CH3:30])[C:5]2=[CH:4][CH:3]=1. The catalyst class is: 5. (9) Reactant: [S:1]1[CH:5]=[CH:4][CH:3]=[C:2]1[CH2:6][CH2:7][NH:8][C:9]([C:11]1([C:16]2[CH:21]=[CH:20][C:19]([Cl:22])=[CH:18][CH:17]=2)[CH2:15][CH2:14][CH2:13][CH2:12]1)=[O:10].[CH3:23]C(C)([O-])C.[K+].IC. Product: [Cl:22][C:19]1[CH:18]=[CH:17][C:16]([C:11]2([C:9]([N:8]([CH3:23])[CH2:7][CH2:6][C:2]3[S:1][CH:5]=[CH:4][CH:3]=3)=[O:10])[CH2:12][CH2:13][CH2:14][CH2:15]2)=[CH:21][CH:20]=1. The catalyst class is: 18. (10) Reactant: [CH3:1][O:2][C:3]1[CH:8]=[CH:7][C:6]([C:9]([C:45]2[CH:50]=[CH:49][C:48]([O:51][CH3:52])=[CH:47][CH:46]=2)([C:39]2[CH:44]=[CH:43][CH:42]=[CH:41][CH:40]=2)[O:10][CH2:11][CH2:12][CH2:13][N:14]([C:21]2[CH:26]=[CH:25][C:24]([N:27]=[N:28][C:29]3[CH:34]=[CH:33][C:32]([N+:35]([O-:37])=[O:36])=[CH:31][C:30]=3[Cl:38])=[CH:23][CH:22]=2)[CH2:15][CH2:16][CH2:17][C:18]([OH:20])=[O:19])=[CH:5][CH:4]=1.C(N(CC)CC)C.C(Cl)Cl.FC(F)(F)C(O[C:68]1[C:73]([F:74])=[C:72]([F:75])[C:71]([F:76])=[C:70]([F:77])[C:69]=1[F:78])=O. Product: [CH3:52][O:51][C:48]1[CH:49]=[CH:50][C:45]([C:9]([C:6]2[CH:7]=[CH:8][C:3]([O:2][CH3:1])=[CH:4][CH:5]=2)([C:39]2[CH:40]=[CH:41][CH:42]=[CH:43][CH:44]=2)[O:10][CH2:11][CH2:12][CH2:13][N:14]([C:21]2[CH:26]=[CH:25][C:24]([N:27]=[N:28][C:29]3[CH:34]=[CH:33][C:32]([N+:35]([O-:37])=[O:36])=[CH:31][C:30]=3[Cl:38])=[CH:23][CH:22]=2)[CH2:15][CH2:16][CH2:17][C:18]([O:20][C:68]2[C:69]([F:78])=[C:70]([F:77])[C:71]([F:76])=[C:72]([F:75])[C:73]=2[F:74])=[O:19])=[CH:46][CH:47]=1. The catalyst class is: 195.